Dataset: Full USPTO retrosynthesis dataset with 1.9M reactions from patents (1976-2016). Task: Predict the reactants needed to synthesize the given product. (1) Given the product [CH2:1]([N:8]1[N:12]=[N:11][C:10]([CH:13]([CH:19]2[CH2:23][CH2:22][CH2:21][CH2:20]2)[CH:14]=[O:15])=[N:9]1)[C:2]1[CH:3]=[CH:4][CH:5]=[CH:6][CH:7]=1, predict the reactants needed to synthesize it. The reactants are: [CH2:1]([N:8]1[N:12]=[N:11][C:10]([CH:13]([CH:19]2[CH2:23][CH2:22][CH2:21][CH2:20]2)[C:14](OCC)=[O:15])=[N:9]1)[C:2]1[CH:7]=[CH:6][CH:5]=[CH:4][CH:3]=1.[H-].C([Al+]CC(C)C)C(C)C.Cl.[NH4+].[Cl-]. (2) Given the product [CH3:23][O:19][C:18]([C:17]1[CH:16]=[CH:15][C:14]([C@@H:10]2[O:11][CH2:12][CH2:13][N:8]([C:6]([O:5][C:1]([CH3:4])([CH3:2])[CH3:3])=[O:7])[CH2:9]2)=[CH:22][CH:21]=1)=[O:20], predict the reactants needed to synthesize it. The reactants are: [C:1]([O:5][C:6]([N:8]1[CH2:13][CH2:12][O:11][C@@H:10]([C:14]2[CH:22]=[CH:21][C:17]([C:18]([OH:20])=[O:19])=[CH:16][CH:15]=2)[CH2:9]1)=[O:7])([CH3:4])([CH3:3])[CH3:2].[C:23](=O)([O-])[O-].[K+].[K+].IC. (3) Given the product [ClH:8].[Cl:8][C:6]1[C:5]([CH3:9])=[CH:4][C:3]2[N:10]([CH:11]3[CH2:12][CH2:13][N:14]([C@H:17]4[CH2:22][CH2:21][C@H:20]([O:23][CH3:24])[CH2:19][CH2:18]4)[CH2:15][CH2:16]3)[C:35](=[O:37])[NH:1][C:2]=2[CH:7]=1, predict the reactants needed to synthesize it. The reactants are: [NH2:1][C:2]1[CH:7]=[C:6]([Cl:8])[C:5]([CH3:9])=[CH:4][C:3]=1[NH:10][CH:11]1[CH2:16][CH2:15][N:14]([C@H:17]2[CH2:22][CH2:21][C@H:20]([O:23][CH3:24])[CH2:19][CH2:18]2)[CH2:13][CH2:12]1.C(N(C(C)C)CC)(C)C.Cl[C:35](Cl)([O:37]C(=O)OC(Cl)(Cl)Cl)Cl.C([O-])(O)=O.[Na+].N1C(=O)N=C2C=CC=CC=12. (4) Given the product [C:1]([N:5]1[C:9]2[NH:10][C:26](=[O:27])[CH:25]=[C:17]([C:18]3[CH:23]=[CH:22][CH:21]=[CH:20][CH:19]=3)[C:8]=2[C:7]([C:11]2[CH:16]=[CH:15][CH:14]=[CH:13][CH:12]=2)=[N:6]1)([CH3:4])([CH3:2])[CH3:3], predict the reactants needed to synthesize it. The reactants are: [C:1]([N:5]1[C:9]([NH2:10])=[CH:8][C:7]([C:11]2[CH:16]=[CH:15][CH:14]=[CH:13][CH:12]=2)=[N:6]1)([CH3:4])([CH3:3])[CH3:2].[C:17]([CH2:25][C:26](OCC)=[O:27])(=O)[C:18]1[CH:23]=[CH:22][CH:21]=[CH:20][CH:19]=1. (5) Given the product [CH2:1]([O:8][C:9]([N:11]1[CH:15]([C:16](=[O:18])[NH:59][C:60]2[S:61][CH:62]=[C:63]([C:65]3[CH:66]=[CH:67][C:68]([C:69](=[O:70])[NH:71][CH:72]4[CH2:74][CH2:73]4)=[CH:75][CH:76]=3)[N:64]=2)[CH2:14][S:13][C@@H:12]1[C:19]1[CH:24]=[CH:23][CH:22]=[CH:21][C:20]=1[F:25])=[O:10])[C:2]1[CH:7]=[CH:6][CH:5]=[CH:4][CH:3]=1, predict the reactants needed to synthesize it. The reactants are: [CH2:1]([O:8][C:9]([N:11]1[CH:15]([C:16]([OH:18])=O)[CH2:14][S:13][C@@H:12]1[C:19]1[CH:24]=[CH:23][CH:22]=[CH:21][C:20]=1[F:25])=[O:10])[C:2]1[CH:7]=[CH:6][CH:5]=[CH:4][CH:3]=1.CCN(C(C)C)C(C)C.CN(C(ON1N=NC2C=CC=NC1=2)=[N+](C)C)C.F[P-](F)(F)(F)(F)F.[NH2:59][C:60]1[S:61][CH:62]=[C:63]([C:65]2[CH:76]=[CH:75][C:68]([C:69]([NH:71][CH:72]3[CH2:74][CH2:73]3)=[O:70])=[CH:67][CH:66]=2)[N:64]=1.